This data is from Forward reaction prediction with 1.9M reactions from USPTO patents (1976-2016). The task is: Predict the product of the given reaction. (1) The product is: [C:6]([Br:29])(=[O:5])[CH:7]=[CH:8][CH:9]=[CH:10][CH:11]=[CH:12][CH:13]=[CH:14][CH:15]=[CH:16][CH:17]=[CH:18][CH2:19][CH2:20][CH2:21][CH2:22][CH2:23][CH2:24][CH2:25][CH2:26][CH3:27]. Given the reactants CS([O:5][C:6](=O)[CH:7]=[CH:8][CH:9]=[CH:10][CH:11]=[CH:12][CH:13]=[CH:14][CH:15]=[CH:16][CH:17]=[CH:18][CH2:19][CH2:20][CH2:21][CH2:22][CH2:23][CH2:24][CH2:25][CH2:26][CH3:27])(=O)=O.[Br-:29].[Mg+2].[Br-], predict the reaction product. (2) Given the reactants O=C[C@@H:3]([C@H:5]([C@@H:7]([C@@H:9]([CH2:11][OH:12])O)O)O)O.S([O-])([O-])(=O)=O.[NH4+:18].[NH4+:19].[NH2:20][C:21]([NH2:23])=O.P([O-])([O-])(O)=O.[K+].[K+].P([O-])(O)(O)=O.[K+].[OH2:37].O.S([O-])([O-])(=O)=O.[Mg+2].C(=O)([O-])[O-].[Ca+2], predict the reaction product. The product is: [NH2:18][C@H:9]([C:11]([OH:12])=[O:37])[CH2:7][CH2:5][CH2:3][NH:20][C:21](=[NH:23])[NH2:19].